The task is: Predict the reactants needed to synthesize the given product.. This data is from Full USPTO retrosynthesis dataset with 1.9M reactions from patents (1976-2016). (1) Given the product [O:1]=[C:2]1[CH2:3][C:4]2([N:17]3[CH:18]=[N:19][CH:20]=[C:16]3[CH2:15][CH2:14][CH2:13]2)[C:5]2[C:10](=[CH:9][C:8]([C:11]#[N:12])=[CH:7][CH:6]=2)[NH:33]1, predict the reactants needed to synthesize it. The reactants are: [O:1]=[C:2]1[C:10]2[C:5](=[CH:6][CH:7]=[C:8]([C:11]#[N:12])[CH:9]=2)[C:4]2([N:17]3[CH:18]=[N:19][CH:20]=[C:16]3[CH2:15][CH2:14][CH2:13]2)[CH2:3]1.C1(C)C=C(C)C=C(C)C=1S(O[NH2:33])(=O)=O. (2) Given the product [CH2:1]([O:3][C:4](=[O:20])[CH2:5][C:6]1[CH:11]=[CH:10][C:9]([NH2:12])=[C:8]([O:15][CH2:16][CH:17]2[CH2:18][CH2:19]2)[CH:7]=1)[CH3:2], predict the reactants needed to synthesize it. The reactants are: [CH2:1]([O:3][C:4](=[O:20])[CH2:5][C:6]1[CH:11]=[CH:10][C:9]([N+:12]([O-])=O)=[C:8]([O:15][CH2:16][CH:17]2[CH2:19][CH2:18]2)[CH:7]=1)[CH3:2]. (3) Given the product [C:29]([O:28][C:26](=[O:27])[NH:2][CH:3]([C:4]1[CH:9]=[CH:8][CH:7]=[C:6]([OH:10])[CH:5]=1)[C:11]1[CH:16]=[CH:15][CH:14]=[CH:13][CH:12]=1)([CH3:32])([CH3:31])[CH3:30], predict the reactants needed to synthesize it. The reactants are: Cl.[NH2:2][CH:3]([C:11]1[CH:16]=[CH:15][CH:14]=[CH:13][CH:12]=1)[C:4]1[CH:5]=[C:6]([OH:10])[CH:7]=[CH:8][CH:9]=1.C(N(C(C)C)CC)(C)C.[C:26](O[C:26]([O:28][C:29]([CH3:32])([CH3:31])[CH3:30])=[O:27])([O:28][C:29]([CH3:32])([CH3:31])[CH3:30])=[O:27].C(=O)([O-])[O-].[K+].[K+]. (4) Given the product [Br:14][C:15]1[C:23]2[CH2:22][CH2:21][N:20]([C:11]([C:9]3[CH:10]=[C:5]4[N:4]=[CH:3][C:2]([Br:1])=[CH:7][N:6]4[N:8]=3)=[O:13])[CH:19]([CH3:24])[C:18]=2[S:17][CH:16]=1, predict the reactants needed to synthesize it. The reactants are: [Br:1][C:2]1[CH:3]=[N:4][C:5]2[N:6]([N:8]=[C:9]([C:11]([OH:13])=O)[CH:10]=2)[CH:7]=1.[Br:14][C:15]1[C:23]2[CH2:22][CH2:21][NH:20][CH:19]([CH3:24])[C:18]=2[S:17][CH:16]=1. (5) Given the product [O:1]1[CH2:6][CH2:5][CH2:4][CH2:3][CH:2]1[CH2:7][O:8][C:9]1[N:14]=[N:13][C:12]([CH2:15][CH2:16][C:17]2[CH:24]=[CH:23][C:20]([CH2:21][N:29]3[CH2:30][CH2:31][CH:26]([OH:25])[CH2:27][CH2:28]3)=[CH:19][CH:18]=2)=[CH:11][CH:10]=1, predict the reactants needed to synthesize it. The reactants are: [O:1]1[CH2:6][CH2:5][CH2:4][CH2:3][CH:2]1[CH2:7][O:8][C:9]1[N:14]=[N:13][C:12]([CH2:15][CH2:16][C:17]2[CH:24]=[CH:23][C:20]([CH:21]=O)=[CH:19][CH:18]=2)=[CH:11][CH:10]=1.[OH:25][CH:26]1[CH2:31][CH2:30][NH:29][CH2:28][CH2:27]1.